From a dataset of Reaction yield outcomes from USPTO patents with 853,638 reactions. Predict the reaction yield, written as a fraction of the theoretical maximum amount of product (1.0 means a 100% yield; for example, 0.34 means a 34% yield). (1) The reactants are Cl.[Br:2][C:3]1[CH:8]=[CH:7][C:6]([C:9]([CH:12]2C(=O)OC(C)(C)[O:14][C:13]2=[O:21])([CH3:11])[CH3:10])=[C:5]([F:22])[CH:4]=1. The catalyst is CN(C=O)C. The product is [Br:2][C:3]1[CH:8]=[CH:7][C:6]([C:9]([CH3:10])([CH3:11])[CH2:12][C:13]([OH:21])=[O:14])=[C:5]([F:22])[CH:4]=1. The yield is 0.510. (2) The reactants are [F:1][C:2]1[CH:3]=[C:4]([CH:41]=[C:42]([F:44])[CH:43]=1)[CH2:5][N:6]1[CH:10]=[C:9]([C:11]2[C:19]3[C:14](=[N:15][CH:16]=[C:17]([C:20]4[CH:21]=[C:22]([NH:26][S:27]([CH3:30])(=[O:29])=[O:28])[CH:23]=[CH:24][CH:25]=4)[CH:18]=3)[N:13](S(C3C=CC(C)=CC=3)(=O)=O)[CH:12]=2)[CH:8]=[N:7]1.[OH-].[Li+]. The catalyst is C1COCC1.O.CO. The product is [F:44][C:42]1[CH:41]=[C:4]([CH:3]=[C:2]([F:1])[CH:43]=1)[CH2:5][N:6]1[CH:10]=[C:9]([C:11]2[C:19]3[C:14](=[N:15][CH:16]=[C:17]([C:20]4[CH:21]=[C:22]([NH:26][S:27]([CH3:30])(=[O:28])=[O:29])[CH:23]=[CH:24][CH:25]=4)[CH:18]=3)[NH:13][CH:12]=2)[CH:8]=[N:7]1. The yield is 0.0880. (3) The reactants are [NH2:1][C:2]1[S:3][C:4]2[C:9]([N:10]([CH3:17])[C@H:11]([CH2:14][CH2:15][CH3:16])[CH2:12][OH:13])=[N:8][C:7]([SH:18])=[N:6][C:5]=2[N:19]=1.[Cl:20][C:21]1[CH:26]=[CH:25][C:24]([C@H:27](Cl)[CH3:28])=[CH:23][N:22]=1. No catalyst specified. The product is [NH2:1][C:2]1[S:3][C:4]2[C:9]([N:10]([CH3:17])[C@H:11]([CH2:14][CH2:15][CH3:16])[CH2:12][OH:13])=[N:8][C:7]([S:18][C@H:27]([C:24]3[CH:23]=[N:22][C:21]([Cl:20])=[CH:26][CH:25]=3)[CH3:28])=[N:6][C:5]=2[N:19]=1. The yield is 0.160. (4) The reactants are [N:1]1([CH2:7][C@@H:8]2[CH2:10][C@H:9]2[C:11]([OH:13])=O)[CH2:6][CH2:5][CH2:4][CH2:3][CH2:2]1.[F:14][CH:15]([F:29])[O:16][C:17]1[CH:22]=[CH:21][CH:20]=[CH:19][C:18]=1[C:23]1[CH:24]=[C:25]([NH2:28])[NH:26][N:27]=1. No catalyst specified. The product is [F:29][CH:15]([F:14])[O:16][C:17]1[CH:22]=[CH:21][CH:20]=[CH:19][C:18]=1[C:23]1[CH:24]=[C:25]([NH:28][C:11]([C@@H:9]2[CH2:10][C@H:8]2[CH2:7][N:1]2[CH2:2][CH2:3][CH2:4][CH2:5][CH2:6]2)=[O:13])[NH:26][N:27]=1. The yield is 0.230. (5) The reactants are N#N.I[C:4]1[CH:5]=[C:6]([NH2:12])[CH:7]=[CH:8][C:9]=1[O:10][CH3:11].C(=O)([O-])[O-].[K+].[K+].[C:32]1(P([C:32]2[CH:37]=[CH:36][CH:35]=[CH:34][CH:33]=2)[C:32]2[CH:37]=[CH:36][CH:35]=[CH:34][CH:33]=2)[CH:37]=[CH:36][CH:35]=[CH:34][CH:33]=1.[CH2:38]([OH:40])[CH3:39]. The catalyst is C([O-])(=O)C.[Pd+2].C([O-])(=O)C.O1CCOCC1. The product is [NH2:12][C:6]1[CH:7]=[CH:8][C:9]([O:10][CH3:11])=[C:4]([C:36]2[CH:35]=[CH:34][CH:33]=[C:32]([C:38](=[O:40])[CH3:39])[CH:37]=2)[CH:5]=1. The yield is 0.420. (6) The reactants are Cl.[NH2:2][CH2:3][C:4]1[CH:13]=[CH:12][CH:11]=[C:10]2[C:5]=1[C:6](=[O:23])[N:7]([CH:15]1[CH2:20][CH2:19][C:18](=[O:21])[NH:17][C:16]1=[O:22])[C:8]([CH3:14])=[N:9]2.[F:24][C:25]([F:36])([F:35])[C:26]1[CH:34]=[CH:33][C:29]([C:30](Cl)=[O:31])=[CH:28][CH:27]=1.C(N(CC)C(C)C)(C)C. The catalyst is C(#N)C. The product is [O:22]=[C:16]1[CH:15]([N:7]2[C:6](=[O:23])[C:5]3[C:10](=[CH:11][CH:12]=[CH:13][C:4]=3[CH2:3][NH:2][C:30](=[O:31])[C:29]3[CH:33]=[CH:34][C:26]([C:25]([F:24])([F:35])[F:36])=[CH:27][CH:28]=3)[N:9]=[C:8]2[CH3:14])[CH2:20][CH2:19][C:18](=[O:21])[NH:17]1. The yield is 0.670. (7) The reactants are [C:1]([C:3]1[CH:4]=[C:5]([CH:31]([CH3:33])[CH3:32])[C:6]2[O:10][C:9]([C:11]3[CH:29]=[CH:28][C:14]([C:15]([NH:17][CH2:18][C@H:19]4[CH2:24][CH2:23][C@H:22]([CH2:25][CH:26]=O)[CH2:21][CH2:20]4)=[O:16])=[CH:13][CH:12]=3)=[N:8][C:7]=2[CH:30]=1)#[N:2].[F:34][C:35]([F:49])([F:48])[C:36]1[CH:37]=[C:38]([CH:41]=[C:42]([C:44]([F:47])([F:46])[F:45])[CH:43]=1)[CH2:39][NH2:40].C([BH3-])#N.[Na+]. The catalyst is CO.C(=O)(O)[O-].[Na+].C(OCC)(=O)C. The product is [F:34][C:35]([F:48])([F:49])[C:36]1[CH:37]=[C:38]([CH:41]=[C:42]([C:44]([F:47])([F:45])[F:46])[CH:43]=1)[CH2:39][NH:40][CH2:26][CH2:25][C@H:22]1[CH2:23][CH2:24][C@H:19]([CH2:18][NH:17][C:15](=[O:16])[C:14]2[CH:28]=[CH:29][C:11]([C:9]3[O:10][C:6]4[C:5]([CH:31]([CH3:32])[CH3:33])=[CH:4][C:3]([C:1]#[N:2])=[CH:30][C:7]=4[N:8]=3)=[CH:12][CH:13]=2)[CH2:20][CH2:21]1. The yield is 0.315. (8) The reactants are [CH2:1]([N:3]([CH2:11][C:12]1[CH:13]=[N:14][CH:15]=[C:16]([C:19]2[CH:20]=[C:21]3[C:25](=[CH:26][CH:27]=2)[N:24]([CH:28]2[CH2:33][CH2:32][CH2:31][CH2:30][O:29]2)[N:23]=[C:22]3[C:34]2[NH:35][C:36]([C:39]([NH:41][CH2:42][C:43]3C=NC=CC=3)=[O:40])=[CH:37][N:38]=2)[C:17]=1[CH3:18])[C:4](=[O:10])[O:5][C:6]([CH3:9])([CH3:8])[CH3:7])[CH3:2].C(O[C:54]([N:56](CC1C(C)=C(C2C=C3C(=CC=2)N(C2CCCCO2)N=C3C2NC(C(O)=O)=CN=2)C=NC=1)[CH2:57][CH3:58])=O)(C)(C)C.CCN(CC)CC.CN1CCNCC1.CN(C(ON1N=NC2C=CC=NC1=2)=[N+](C)C)C.F[P-](F)(F)(F)(F)F. The catalyst is C(Cl)Cl. The product is [CH2:1]([N:3]([CH2:11][C:12]1[CH:13]=[N:14][CH:15]=[C:16]([C:19]2[CH:20]=[C:21]3[C:25](=[CH:26][CH:27]=2)[N:24]([CH:28]2[CH2:33][CH2:32][CH2:31][CH2:30][O:29]2)[N:23]=[C:22]3[C:34]2[NH:35][C:36]([C:39]([N:41]3[CH2:42][CH2:43][N:56]([CH3:54])[CH2:57][CH2:58]3)=[O:40])=[CH:37][N:38]=2)[C:17]=1[CH3:18])[C:4](=[O:10])[O:5][C:6]([CH3:8])([CH3:7])[CH3:9])[CH3:2]. The yield is 0.450. (9) The yield is 0.780. The product is [OH:15][C:7]1([C:22]([F:25])([F:24])[F:23])[C:6]2[CH:5]=[C:4]([C:16]([O:18][CH3:19])=[O:17])[CH:3]=[C:2]([CH3:1])[C:14]=2[C:13]2[C:8]1=[CH:9][CH:10]=[CH:11][CH:12]=2. The reactants are [CH3:1][C:2]1[C:14]2[C:13]3[C:8](=[CH:9][CH:10]=[CH:11][CH:12]=3)[C:7](=[O:15])[C:6]=2[CH:5]=[C:4]([C:16]([O:18][CH3:19])=[O:17])[CH:3]=1.C[Si](C)(C)[C:22]([F:25])([F:24])[F:23].C([O-])(=O)C.[Li+].[F-].C([N+](CCCC)(CCCC)CCCC)CCC.C(=O)([O-])O.[Na+]. The catalyst is O1CCCC1.C(O)(=O)C.CN(C)C=O. (10) The reactants are [NH:1]1[CH2:4][CH:3]([O:5][C:6]2[CH:7]=[CH:8][C:9]([NH:12][C:13]3[C:14](=[O:21])[N:15]([CH3:20])[CH:16]=[C:17]([Br:19])[CH:18]=3)=[N:10][CH:11]=2)[CH2:2]1.C=O.O.[C:25]([BH3-])#N.[Na+]. The catalyst is CO.[Cl-].[Zn+2].[Cl-]. The product is [Br:19][C:17]1[CH:18]=[C:13]([NH:12][C:9]2[CH:8]=[CH:7][C:6]([O:5][CH:3]3[CH2:4][N:1]([CH3:25])[CH2:2]3)=[CH:11][N:10]=2)[C:14](=[O:21])[N:15]([CH3:20])[CH:16]=1. The yield is 0.800.